Dataset: Forward reaction prediction with 1.9M reactions from USPTO patents (1976-2016). Task: Predict the product of the given reaction. (1) The product is: [CH:1]([O:4][C:5]1[CH:13]=[CH:12][C:11]([S:14]([CH3:17])(=[O:16])=[O:15])=[CH:10][C:6]=1[C:7]([N:33]1[CH2:34][CH2:35][N:30]([C:28]2[S:29][C:25]([S:22]([CH:20]([CH3:21])[CH3:19])(=[O:24])=[O:23])=[CH:26][N:27]=2)[CH2:31][CH2:32]1)=[O:9])([CH3:2])[CH3:3]. Given the reactants [CH:1]([O:4][C:5]1[CH:13]=[CH:12][C:11]([S:14]([CH3:17])(=[O:16])=[O:15])=[CH:10][C:6]=1[C:7]([OH:9])=O)([CH3:3])[CH3:2].Cl.[CH3:19][CH:20]([S:22]([C:25]1[S:29][C:28]([N:30]2[CH2:35][CH2:34][NH:33][CH2:32][CH2:31]2)=[N:27][CH:26]=1)(=[O:24])=[O:23])[CH3:21], predict the reaction product. (2) Given the reactants OO.[C:3]([OH:7])(=[O:6])[CH:4]=[CH2:5].[C:8]([O:12][CH2:13][CH2:14][OH:15])(=[O:11])[CH:9]=[CH2:10].SCCO.C(O)[C@@H](O)[C@H]1OC(=O)C(O)=C1O.C(OO)(C)(C)C, predict the reaction product. The product is: [C:3]([OH:7])(=[O:6])[CH:4]=[CH2:5].[C:8]([O:12][CH2:13][CH2:14][OH:15])(=[O:11])[CH:9]=[CH2:10]. (3) Given the reactants C1(C)C=CC(S(O)(=O)=O)=CC=1.C([O:19][C:20](=[O:31])[C@H:21]([CH2:23][C:24]1[CH:29]=[CH:28][C:27]([OH:30])=[CH:26][CH:25]=1)[NH2:22])C1C=CC=CC=1.CCN(C(C)C)C(C)C.C(OC(OC(OC(C)(C)C)=O)=O)(C)(C)C.C(=O)([O-])[O-].[Cs+].[Cs+].BrCC(OC)=O, predict the reaction product. The product is: [NH2:22][C@H:21]([C:20]([OH:31])=[O:19])[CH2:23][C:24]1[CH:25]=[CH:26][C:27]([OH:30])=[CH:28][CH:29]=1. (4) The product is: [CH:18]([OH:24])=[O:19].[NH2:17][C@H:12]1[CH2:13][CH2:14][CH2:15][CH2:16][C@H:11]1[NH:10][C:7]1[CH:6]=[C:5]([NH:25][C:26]2[CH:31]=[C:30]([OH:32])[CH:29]=[C:28]([CH3:33])[N:27]=2)[C:4]([C:1]([NH2:2])=[O:3])=[N:9][CH:8]=1. Given the reactants [C:1]([C:4]1[N:9]=[CH:8][C:7]([NH:10][C@@H:11]2[CH2:16][CH2:15][CH2:14][CH2:13][C@@H:12]2[NH:17][C:18](=[O:24])[O:19]C(C)(C)C)=[CH:6][C:5]=1[NH:25][C:26]1[CH:31]=[C:30]([OH:32])[CH:29]=[C:28]([CH3:33])[N:27]=1)(=[O:3])[NH2:2].C(O)(C(F)(F)F)=O, predict the reaction product. (5) Given the reactants [Cl:1][C:2]1[C:7]([Cl:8])=[C:6]([Cl:9])[CH:5]=[CH:4][C:3]=1[CH3:10].[Br:11]N1C(=O)CCC1=O.CCCCCC, predict the reaction product. The product is: [Cl:1][C:2]1[C:7]([Cl:8])=[C:6]([Cl:9])[CH:5]=[CH:4][C:3]=1[CH2:10][Br:11]. (6) Given the reactants FC(F)(F)C(O)=O.[F:8][C:9]1[CH:27]=[C:26]([S:28]([CH3:31])(=[O:30])=[O:29])[C:25]([F:32])=[CH:24][C:10]=1[CH2:11][N:12]1[CH2:16][CH2:15][N:14]([CH:17]2[CH2:22][CH2:21][NH:20][CH2:19][CH2:18]2)[C:13]1=[O:23].C(N(C(C)C)CC)(C)C.F[C:43]1[C:48]([F:49])=[CH:47][C:46]([C:50]([F:53])([F:52])[F:51])=[CH:45][N:44]=1, predict the reaction product. The product is: [F:8][C:9]1[CH:27]=[C:26]([S:28]([CH3:31])(=[O:30])=[O:29])[C:25]([F:32])=[CH:24][C:10]=1[CH2:11][N:12]1[CH2:16][CH2:15][N:14]([CH:17]2[CH2:22][CH2:21][N:20]([C:43]3[C:48]([F:49])=[CH:47][C:46]([C:50]([F:53])([F:51])[F:52])=[CH:45][N:44]=3)[CH2:19][CH2:18]2)[C:13]1=[O:23]. (7) Given the reactants [F:1][C:2]1([CH2:35][N:36]2C(=O)C3C(=CC=CC=3)C2=O)[CH2:7][CH2:6][N:5]([C:8]2[C:9]3[O:34][CH:33]=[CH:32][C:10]=3[N:11]=[C:12]([NH:14][C:15]3[CH:23]=[C:22]4[C:18]([CH:19]=[N:20][N:21]4[CH2:24][O:25][CH2:26][CH2:27][Si:28]([CH3:31])([CH3:30])[CH3:29])=[CH:17][CH:16]=3)[N:13]=2)[CH2:4][CH2:3]1.C(N)(=O)C1C(=CC=CC=1)C(N)=O.ClC1N=C(Cl)C2OC=CC=2N=1.C[Si](C)(C)CCOCN1C2C(=CC=C(N)C=2)C=N1.O.NN, predict the reaction product. The product is: [NH2:36][CH2:35][C:2]1([F:1])[CH2:7][CH2:6][N:5]([C:8]2[C:9]3[O:34][CH:33]=[CH:32][C:10]=3[N:11]=[C:12]([NH:14][C:15]3[CH:23]=[C:22]4[C:18]([CH:19]=[N:20][N:21]4[CH2:24][O:25][CH2:26][CH2:27][Si:28]([CH3:31])([CH3:29])[CH3:30])=[CH:17][CH:16]=3)[N:13]=2)[CH2:4][CH2:3]1.